This data is from Full USPTO retrosynthesis dataset with 1.9M reactions from patents (1976-2016). The task is: Predict the reactants needed to synthesize the given product. (1) Given the product [CH3:4][C:2]([N:5]1[C:9]2[N:10]=[C:11]([C:29]3[CH:34]=[CH:33][C:32]([O:35][CH2:36][C:37]4[CH:38]=[CH:39][CH:40]=[CH:41][CH:42]=4)=[C:31]([CH3:43])[CH:30]=3)[C:12]3[C:13]([F:28])=[CH:14][C:15]([O:20][CH2:21][CH:22]4[CH2:23][CH2:24][N:25]([CH3:46])[CH2:26][CH2:27]4)=[C:16]([O:18][CH3:19])[C:17]=3[C:8]=2[C:7]([CH3:44])=[N:6]1)([CH3:1])[CH3:3], predict the reactants needed to synthesize it. The reactants are: [CH3:1][C:2]([N:5]1[C:9]2[N:10]=[C:11]([C:29]3[CH:34]=[CH:33][C:32]([O:35][CH2:36][C:37]4[CH:42]=[CH:41][CH:40]=[CH:39][CH:38]=4)=[C:31]([CH3:43])[CH:30]=3)[C:12]3[C:13]([F:28])=[CH:14][C:15]([O:20][CH2:21][CH:22]4[CH2:27][CH2:26][NH:25][CH2:24][CH2:23]4)=[C:16]([O:18][CH3:19])[C:17]=3[C:8]=2[C:7]([CH3:44])=[N:6]1)([CH3:4])[CH3:3].Cl[CH:46](Cl)C.C=O.C(O[BH-](OC(=O)C)OC(=O)C)(=O)C.[Na+]. (2) Given the product [F:4][C:3]([F:6])([F:5])[C:1]([O-:7])=[O:2].[C:8]([NH:11][CH2:12][CH2:13][CH:14]1[CH2:15][CH2:16][NH2+:17][CH2:18][CH2:19]1)(=[O:10])[CH3:9], predict the reactants needed to synthesize it. The reactants are: [C:1]([OH:7])([C:3]([F:6])([F:5])[F:4])=[O:2].[C:8]([NH:11][CH2:12][CH2:13][CH:14]1[CH2:19][CH2:18][N:17](C(OC(C)(C)C)=O)[CH2:16][CH2:15]1)(=[O:10])[CH3:9]. (3) Given the product [CH3:12][N:11]([CH3:13])[CH2:10][CH2:9][NH:8][C:6]([C:5]1[CH:14]=[CH:15][C:2]([B:16]([OH:20])[OH:17])=[CH:3][CH:4]=1)=[O:7], predict the reactants needed to synthesize it. The reactants are: Br[C:2]1[CH:15]=[CH:14][C:5]([C:6]([NH:8][CH2:9][CH2:10][N:11]([CH3:13])[CH3:12])=[O:7])=[CH:4][CH:3]=1.[B:16]1(B2OC(C)(C)C(C)(C)O2)[O:20]C(C)(C)C(C)(C)[O:17]1.CC([O-])=O.[K+].O. (4) Given the product [NH2:1][C:2]1[C:6]2[C:7](=[O:41])[N:8]([C:34]3[CH:39]=[CH:38][CH:37]=[CH:36][C:35]=3[CH3:40])[CH:9]=[C:10]([C:11]3[CH:16]=[C:15]([N:17]4[CH2:22][CH2:21][N:20]([CH2:23][CH2:24][OH:25])[CH2:19][CH2:18]4)[N:14]=[C:13]([CH3:33])[N:12]=3)[C:5]=2[NH:4][N:3]=1, predict the reactants needed to synthesize it. The reactants are: [NH2:1][C:2]1[C:6]2[C:7](=[O:41])[N:8]([C:34]3[CH:39]=[CH:38][CH:37]=[CH:36][C:35]=3[CH3:40])[CH:9]=[C:10]([C:11]3[CH:16]=[C:15]([N:17]4[CH2:22][CH2:21][N:20]([CH2:23][CH2:24][O:25][Si](C(C)(C)C)(C)C)[CH2:19][CH2:18]4)[N:14]=[C:13]([CH3:33])[N:12]=3)[C:5]=2[NH:4][N:3]=1.O1CCCC1.[F-].C([N+](CCCC)(CCCC)CCCC)CCC.O.